Dataset: Full USPTO retrosynthesis dataset with 1.9M reactions from patents (1976-2016). Task: Predict the reactants needed to synthesize the given product. (1) Given the product [O:1]=[C:2]1[C:10]2([C:29]3[CH:34]=[CH:33][CH:32]=[CH:31][N:30]=3)[CH:5]([CH2:6][N:7]([C:11]([O:13][C:14]([CH3:17])([CH3:16])[CH3:15])=[O:12])[CH2:8][CH2:9]2)[CH2:4][O:3]1, predict the reactants needed to synthesize it. The reactants are: [O:1]=[C:2]1[CH:10]2[CH:5]([CH2:6][N:7]([C:11]([O:13][C:14]([CH3:17])([CH3:16])[CH3:15])=[O:12])[CH2:8][CH2:9]2)[CH2:4][O:3]1.[Li+].C[Si]([N-][Si](C)(C)C)(C)C.Br[C:29]1[CH:34]=[CH:33][CH:32]=[CH:31][N:30]=1. (2) Given the product [Cl:20][C:16]1[CH:15]=[C:14]([CH:19]=[CH:18][CH:17]=1)[O:13][CH:8]([C:5]1[CH:6]=[CH:7][C:2]([C:29]2[CH:30]=[N:31][NH:32][CH:33]=2)=[CH:3][CH:4]=1)[CH2:9][CH2:10][NH:11][CH3:12], predict the reactants needed to synthesize it. The reactants are: Br[C:2]1[CH:7]=[CH:6][C:5]([CH:8]([O:13][C:14]2[CH:19]=[CH:18][CH:17]=[C:16]([Cl:20])[CH:15]=2)[CH2:9][CH2:10][NH:11][CH3:12])=[CH:4][CH:3]=1.CC1(C)C(C)(C)OB([C:29]2[CH:30]=[N:31][NH:32][CH:33]=2)O1.